From a dataset of Forward reaction prediction with 1.9M reactions from USPTO patents (1976-2016). Predict the product of the given reaction. (1) Given the reactants C[O:2][C:3](=[O:36])[CH:4]([C:26]1[C:34]2[C:29](=[CH:30][CH:31]=[CH:32][CH:33]=2)[N:28]([CH3:35])[CH:27]=1)[CH2:5][C:6]1[CH:10]=[C:9]([C:11]2[CH:16]=[CH:15][C:14]([CH3:17])=[CH:13][CH:12]=2)[N:8]([C:18]2[CH:23]=[CH:22][C:21]([O:24][CH3:25])=[CH:20][CH:19]=2)[N:7]=1.[Li+].[OH-], predict the reaction product. The product is: [CH3:25][O:24][C:21]1[CH:20]=[CH:19][C:18]([N:8]2[C:9]([C:11]3[CH:16]=[CH:15][C:14]([CH3:17])=[CH:13][CH:12]=3)=[CH:10][C:6]([CH2:5][CH:4]([C:26]3[C:34]4[C:29](=[CH:30][CH:31]=[CH:32][CH:33]=4)[N:28]([CH3:35])[CH:27]=3)[C:3]([OH:36])=[O:2])=[N:7]2)=[CH:23][CH:22]=1. (2) Given the reactants C([O:5][C:6]([C:8]([CH2:22][CH2:23][CH2:24][CH2:25][CH2:26][CH3:27])([CH2:16][C:17]([O:19][CH2:20][CH3:21])=[O:18])[C:9]([O:11]C(C)(C)C)=[O:10])=[O:7])(C)(C)C, predict the reaction product. The product is: [CH2:20]([O:19][C:17]([CH2:16][C:8]([CH2:22][CH2:23][CH2:24][CH2:25][CH2:26][CH3:27])([C:6]([OH:7])=[O:5])[C:9]([OH:11])=[O:10])=[O:18])[CH3:21]. (3) Given the reactants [B:10]1([B:10]2[O:14][C:13]([CH3:16])([CH3:15])[C:12]([CH3:18])([CH3:17])[O:11]2)[O:14][C:13]([CH3:16])([CH3:15])[C:12]([CH3:18])([CH3:17])[O:11]1.C([O-])(=O)C.[K+].[CH:24]1([C:27]2[C:28]([N:47]([C:52]3[CH:57]=[CH:56][C:55](I)=[C:54]([CH3:59])[CH:53]=3)[S:48]([CH3:51])(=[O:50])=[O:49])=[CH:29][C:30]3[O:34][C:33]([C:35]4[CH:40]=[CH:39][C:38]([F:41])=[CH:37][CH:36]=4)=[C:32]([C:42]([NH:44][CH3:45])=[O:43])[C:31]=3[CH:46]=2)[CH2:26][CH2:25]1.O1CCOCC1, predict the reaction product. The product is: [CH:24]1([C:27]2[C:28]([N:47]([C:52]3[CH:57]=[CH:56][C:55]([B:10]4[O:11][C:12]([CH3:17])([CH3:18])[C:13]([CH3:15])([CH3:16])[O:14]4)=[C:54]([CH3:59])[CH:53]=3)[S:48]([CH3:51])(=[O:50])=[O:49])=[CH:29][C:30]3[O:34][C:33]([C:35]4[CH:36]=[CH:37][C:38]([F:41])=[CH:39][CH:40]=4)=[C:32]([C:42]([NH:44][CH3:45])=[O:43])[C:31]=3[CH:46]=2)[CH2:26][CH2:25]1. (4) Given the reactants [NH:1]([C:3]1[N:4]=[N:5][CH:6]=[C:7]([C:9]2[C:14]([CH3:15])=[CH:13][CH:12]=[CH:11][N:10]=2)[CH:8]=1)[NH2:2].CC1C=CC(C)=CC=1.CN(C)C(=O)C.[F:30][C:31]([F:42])([F:41])[C:32]1[CH:37]=[CH:36][C:35]([N:38]=[C:39]=S)=[CH:34][CH:33]=1.C1(N=C=NC2CCCCC2)CCCCC1, predict the reaction product. The product is: [F:30][C:31]([F:41])([F:42])[C:32]1[CH:33]=[CH:34][C:35]([NH:38][C:39]2[N:4]3[N:5]=[CH:6][C:7]([C:9]4[C:14]([CH3:15])=[CH:13][CH:12]=[CH:11][N:10]=4)=[CH:8][C:3]3=[N:1][N:2]=2)=[CH:36][CH:37]=1. (5) Given the reactants [CH3:1][C:2]1([CH3:14])[C:6]([CH3:8])([CH3:7])[O:5][B:4]([C:9]2[CH:10]=[N:11][NH:12][CH:13]=2)[O:3]1.C(=O)([O-])[O-].[Cs+].[Cs+].Br[CH2:22][CH2:23][OH:24], predict the reaction product. The product is: [CH3:1][C:2]1([CH3:14])[C:6]([CH3:7])([CH3:8])[O:5][B:4]([C:9]2[CH:13]=[N:12][N:11]([CH2:22][CH2:23][OH:24])[CH:10]=2)[O:3]1. (6) Given the reactants B([O-])[O-].Br[C:5]1[CH:10]=[CH:9][C:8]([C@@H:11]2[C@@H:13]([C:14]3[CH:19]=[CH:18][CH:17]=[CH:16][CH:15]=3)[C@H:12]2[C:20]([O:22][CH3:23])=[O:21])=[CH:7][CH:6]=1.Br[C:25]1[NH:26][CH:27]=[C:28]([CH3:30])[N:29]=1, predict the reaction product. The product is: [CH3:23][O:22][C:20]([C@@H:12]1[C@H:13]([C:14]2[CH:19]=[CH:18][CH:17]=[CH:16][CH:15]=2)[C@H:11]1[C:8]1[CH:9]=[CH:10][C:5]([C:25]2[NH:29][C:28]([CH3:30])=[CH:27][N:26]=2)=[CH:6][CH:7]=1)=[O:21]. (7) Given the reactants FC1C=C(F)C=CC=1N[S:10]([CH:13]1[C:18]([C:19]([O:21][CH2:22][CH3:23])=[O:20])=[CH:17][CH2:16][CH2:15][CH2:14]1)(=O)=O.[F:24][C:25]1[CH:30]=[C:29]([F:31])[CH:28]=[CH:27][C:26]=1[CH2:32]S, predict the reaction product. The product is: [F:24][C:25]1[CH:30]=[C:29]([F:31])[CH:28]=[CH:27][C:26]=1[CH2:32][S:10][CH:13]1[C:18]([C:19]([O:21][CH2:22][CH3:23])=[O:20])=[CH:17][CH2:16][CH2:15][CH2:14]1. (8) Given the reactants ClC(Cl)(O[C:5](=[O:11])OC(Cl)(Cl)Cl)Cl.C([O:16][C:17]([C@H:19]1[CH2:24][CH2:23][C@H:22]([C:25]2[CH:30]=[CH:29][C:28]([NH2:31])=[CH:27][CH:26]=2)[CH2:21][CH2:20]1)=[O:18])(C)C.C([N:34]([CH2:37][CH3:38])[CH2:35][CH3:36])C, predict the reaction product. The product is: [N:34]1([C:5]([NH:31][C:28]2[CH:27]=[CH:26][C:25]([C@H:22]3[CH2:21][CH2:20][C@H:19]([C:17]([OH:16])=[O:18])[CH2:24][CH2:23]3)=[CH:30][CH:29]=2)=[O:11])[C:35]2[C:36](=[CH:17][CH:19]=[CH:20][CH:21]=2)[CH2:38][CH2:37]1. (9) Given the reactants [CH3:1][O:2][C:3](=[O:15])[C:4]1[CH:9]=[C:8]([S:10]([CH3:13])(=[O:12])=[O:11])[CH:7]=[CH:6][C:5]=1[OH:14].[F:16][C:17]([F:29])([F:28])[CH:18](OS(C(F)(F)F)(=O)=O)[CH3:19].C(=O)([O-])[O-].[K+].[K+], predict the reaction product. The product is: [CH3:1][O:2][C:3](=[O:15])[C:4]1[CH:9]=[C:8]([S:10]([CH3:13])(=[O:12])=[O:11])[CH:7]=[CH:6][C:5]=1[O:14][CH:18]([CH3:19])[C:17]([F:29])([F:28])[F:16].